This data is from Kir2.1 potassium channel HTS with 301,493 compounds. The task is: Binary Classification. Given a drug SMILES string, predict its activity (active/inactive) in a high-throughput screening assay against a specified biological target. The compound is Brc1ccc(CN2CCN(C(CC(C)C)CO)C(=O)CC2)cc1. The result is 0 (inactive).